The task is: Regression. Given two drug SMILES strings and cell line genomic features, predict the synergy score measuring deviation from expected non-interaction effect.. This data is from NCI-60 drug combinations with 297,098 pairs across 59 cell lines. (1) Drug 1: C(CC(=O)O)C(=O)CN.Cl. Drug 2: C(CCl)NC(=O)N(CCCl)N=O. Cell line: NCI-H322M. Synergy scores: CSS=15.1, Synergy_ZIP=-5.80, Synergy_Bliss=3.72, Synergy_Loewe=-5.64, Synergy_HSA=2.92. (2) Drug 1: C1=NC2=C(N1)C(=S)N=C(N2)N. Drug 2: C1CC(C1)(C(=O)O)C(=O)O.[NH2-].[NH2-].[Pt+2]. Cell line: SW-620. Synergy scores: CSS=28.0, Synergy_ZIP=-11.0, Synergy_Bliss=-9.41, Synergy_Loewe=-10.0, Synergy_HSA=-6.36. (3) Drug 1: C1=NC2=C(N=C(N=C2N1C3C(C(C(O3)CO)O)F)Cl)N. Drug 2: C(CC(=O)O)C(=O)CN.Cl. Cell line: HCT-15. Synergy scores: CSS=12.2, Synergy_ZIP=-5.65, Synergy_Bliss=-8.05, Synergy_Loewe=-7.72, Synergy_HSA=-1.91. (4) Synergy scores: CSS=12.5, Synergy_ZIP=1.15, Synergy_Bliss=3.62, Synergy_Loewe=-34.6, Synergy_HSA=0.428. Cell line: OVCAR-5. Drug 2: CC1CCC2CC(C(=CC=CC=CC(CC(C(=O)C(C(C(=CC(C(=O)CC(OC(=O)C3CCCCN3C(=O)C(=O)C1(O2)O)C(C)CC4CCC(C(C4)OC)OCCO)C)C)O)OC)C)C)C)OC. Drug 1: CC1=C(C(CCC1)(C)C)C=CC(=CC=CC(=CC(=O)O)C)C. (5) Drug 1: CC1=C2C(C(=O)C3(C(CC4C(C3C(C(C2(C)C)(CC1OC(=O)C(C(C5=CC=CC=C5)NC(=O)C6=CC=CC=C6)O)O)OC(=O)C7=CC=CC=C7)(CO4)OC(=O)C)O)C)OC(=O)C. Drug 2: COC1=C2C(=CC3=C1OC=C3)C=CC(=O)O2. Cell line: NCI/ADR-RES. Synergy scores: CSS=5.37, Synergy_ZIP=-0.933, Synergy_Bliss=-2.21, Synergy_Loewe=-0.880, Synergy_HSA=-4.34. (6) Drug 1: C1=CC(=CC=C1CCC2=CNC3=C2C(=O)NC(=N3)N)C(=O)NC(CCC(=O)O)C(=O)O. Drug 2: CC12CCC3C(C1CCC2OP(=O)(O)O)CCC4=C3C=CC(=C4)OC(=O)N(CCCl)CCCl.[Na+]. Cell line: RPMI-8226. Synergy scores: CSS=26.1, Synergy_ZIP=3.63, Synergy_Bliss=-0.757, Synergy_Loewe=-12.3, Synergy_HSA=0.268. (7) Drug 1: CC1=C2C(C(=O)C3(C(CC4C(C3C(C(C2(C)C)(CC1OC(=O)C(C(C5=CC=CC=C5)NC(=O)C6=CC=CC=C6)O)O)OC(=O)C7=CC=CC=C7)(CO4)OC(=O)C)O)C)OC(=O)C. Drug 2: C(CC(=O)O)C(=O)CN.Cl. Cell line: MOLT-4. Synergy scores: CSS=28.2, Synergy_ZIP=-13.7, Synergy_Bliss=-24.0, Synergy_Loewe=-28.7, Synergy_HSA=-22.2.